From a dataset of Reaction yield outcomes from USPTO patents with 853,638 reactions. Predict the reaction yield, written as a fraction of the theoretical maximum amount of product (1.0 means a 100% yield; for example, 0.34 means a 34% yield). (1) The reactants are [Br:1][C:2]1[CH:3]=[C:4]([C:8]2([CH2:12][C:13]([O:15]CC)=[O:14])[CH2:11][O:10][CH2:9]2)[CH:5]=[CH:6][CH:7]=1.[OH-].[Na+].Cl. The catalyst is CO. The product is [Br:1][C:2]1[CH:3]=[C:4]([C:8]2([CH2:12][C:13]([OH:15])=[O:14])[CH2:11][O:10][CH2:9]2)[CH:5]=[CH:6][CH:7]=1. The yield is 0.950. (2) The reactants are [C:1]1([C:20]2[CH:25]=[CH:24][CH:23]=[CH:22][CH:21]=2)[CH:6]=[CH:5][CH:4]=[CH:3][C:2]=1[CH2:7][C:8]1[NH:9][C:10](=[O:19])[C:11]([OH:18])=[C:12]([C:14](OC)=[O:15])[N:13]=1.[CH2:26]([NH2:34])[CH2:27][C:28]1[CH:33]=[CH:32][CH:31]=[CH:30][CH:29]=1. No catalyst specified. The product is [CH2:26]([NH:34][C:14]([C:12]1[N:13]=[C:8]([CH2:7][C:2]2[CH:3]=[CH:4][CH:5]=[CH:6][C:1]=2[C:20]2[CH:25]=[CH:24][CH:23]=[CH:22][CH:21]=2)[NH:9][C:10](=[O:19])[C:11]=1[OH:18])=[O:15])[CH2:27][C:28]1[CH:33]=[CH:32][CH:31]=[CH:30][CH:29]=1. The yield is 0.420. (3) The reactants are Cl.[F:2][C:3]1([F:26])[CH2:8][CH2:7][N:6]([C:9]2[S:17][C:16]3[C:15]([N:18]4[CH2:23][CH2:22][NH:21][C:20]([CH3:25])([CH3:24])[CH2:19]4)=[N:14][CH:13]=[N:12][C:11]=3[CH:10]=2)[CH2:5][CH2:4]1.[N:27]([C@H:30]([C:32]1[CH:37]=[CH:36][CH:35]=[C:34]([O:38][CH3:39])[CH:33]=1)[CH3:31])=[C:28]=[O:29].C(N(CC)C(C)C)(C)C. The catalyst is CN(C)C=O. The product is [F:26][C:3]1([F:2])[CH2:8][CH2:7][N:6]([C:9]2[S:17][C:16]3[C:15]([N:18]4[CH2:23][CH2:22][N:21]([C:28]([NH:27][C@H:30]([C:32]5[CH:37]=[CH:36][CH:35]=[C:34]([O:38][CH3:39])[CH:33]=5)[CH3:31])=[O:29])[C:20]([CH3:24])([CH3:25])[CH2:19]4)=[N:14][CH:13]=[N:12][C:11]=3[CH:10]=2)[CH2:5][CH2:4]1. The yield is 0.0600. (4) The reactants are Br[C:2]1[CH:7]=[C:6]([CH3:8])[C:5]([Br:9])=[CH:4][N:3]=1.[Cu](C#N)[C:11]#[N:12].[C-]#N.[Na+]. The catalyst is CN(C)C=O. The product is [Br:9][C:5]1[C:6]([CH3:8])=[CH:7][C:2]([C:11]#[N:12])=[N:3][CH:4]=1. The yield is 0.580. (5) The reactants are [CH2:1]([N:8]1[CH:16]=[C:15]2[C:10]([CH:11]=[C:12]([C:17]3[CH:18]=[CH:19][N:20]4[C:25]=3[C:24]([NH2:26])=[N:23][CH:22]=[N:21]4)[CH:13]=[CH:14]2)=[N:9]1)[C:2]1[CH:7]=[CH:6][CH:5]=[CH:4][CH:3]=1.[Br:27]N1C(C)(C)C(=O)N(Br)C1=O.[O-]S([O-])=O.[Na+].[Na+]. The catalyst is C1COCC1. The product is [CH2:1]([N:8]1[CH:16]=[C:15]2[C:10]([CH:11]=[C:12]([C:17]3[CH:18]=[C:19]([Br:27])[N:20]4[C:25]=3[C:24]([NH2:26])=[N:23][CH:22]=[N:21]4)[CH:13]=[CH:14]2)=[N:9]1)[C:2]1[CH:7]=[CH:6][CH:5]=[CH:4][CH:3]=1. The yield is 0.890. (6) The catalyst is C1C=CC=CC=1.CO. The yield is 0.750. The reactants are [Br:1][C:2]1[C:3]([C:11]([OH:13])=[O:12])=[N:4][C:5]([CH2:8][O:9][CH3:10])=[CH:6][CH:7]=1.[CH3:14][Si](C=[N+]=[N-])(C)C. The product is [CH3:14][O:12][C:11]([C:3]1[C:2]([Br:1])=[CH:7][CH:6]=[C:5]([CH2:8][O:9][CH3:10])[N:4]=1)=[O:13]. (7) The reactants are [CH3:1][O:2][CH2:3][CH2:4][O:5][CH2:6][CH2:7][N:8]1[C:20]2[CH:19]=[CH:18][CH:17]=[CH:16][C:15]=2[C:14]2[C:9]1=[CH:10][CH:11]=[CH:12][CH:13]=2.C1C(=O)N([Br:28])C(=O)C1. The catalyst is ClCCl. The product is [Br:28][C:17]1[CH:18]=[CH:19][C:20]2[N:8]([CH2:7][CH2:6][O:5][CH2:4][CH2:3][O:2][CH3:1])[C:9]3[C:14]([C:15]=2[CH:16]=1)=[CH:13][CH:12]=[CH:11][CH:10]=3. The yield is 0.680.